Dataset: Forward reaction prediction with 1.9M reactions from USPTO patents (1976-2016). Task: Predict the product of the given reaction. (1) Given the reactants [CH2:1]([C:8]1[N:12]([CH2:13][C:14]([OH:16])=O)[C:11]2[CH:17]=[CH:18][CH:19]=[CH:20][C:10]=2[N:9]=1)[C:2]1[CH:7]=[CH:6][CH:5]=[CH:4][CH:3]=1.[C:21]1([C:36]2[CH:41]=[CH:40][CH:39]=[CH:38][CH:37]=2)[CH:26]=[CH:25][C:24]([O:27][C:28]2[CH:29]=[CH:30][C:31]([F:35])=[C:32]([CH:34]=2)[NH2:33])=[CH:23][CH:22]=1.CN(C(ON1N=NC2C=CC=NC1=2)=[N+](C)C)C.F[P-](F)(F)(F)(F)F, predict the reaction product. The product is: [CH2:1]([C:8]1[N:12]([CH2:13][C:14]([NH:33][C:32]2[CH:34]=[C:28]([O:27][C:24]3[CH:25]=[CH:26][C:21]([C:36]4[CH:41]=[CH:40][CH:39]=[CH:38][CH:37]=4)=[CH:22][CH:23]=3)[CH:29]=[CH:30][C:31]=2[F:35])=[O:16])[C:11]2[CH:17]=[CH:18][CH:19]=[CH:20][C:10]=2[N:9]=1)[C:2]1[CH:3]=[CH:4][CH:5]=[CH:6][CH:7]=1. (2) Given the reactants Br[C:2]1[CH:7]=[C:6]([CH2:8][CH3:9])[C:5]([N:10]2[CH:14]=[CH:13][N:12]=[C:11]2[C:15]2[CH:20]=[CH:19][CH:18]=[CH:17][CH:16]=2)=[C:4]([CH2:21][CH3:22])[CH:3]=1.[C:23]1(B(O)O)[CH:28]=[CH:27][CH:26]=[CH:25][CH:24]=1.O.P([O-])([O-])([O-])=O.[K+].[K+].[K+], predict the reaction product. The product is: [CH2:21]([C:4]1[CH:3]=[C:2]([C:23]2[CH:28]=[CH:27][CH:26]=[CH:25][CH:24]=2)[CH:7]=[C:6]([CH2:8][CH3:9])[C:5]=1[N:10]1[CH:14]=[CH:13][N:12]=[C:11]1[C:15]1[CH:20]=[CH:19][CH:18]=[CH:17][CH:16]=1)[CH3:22]. (3) The product is: [C:2]([C:6]1[O:10][N:9]=[C:8]([NH:11][C:12]([C@@H:14]2[CH2:20][CH2:19][CH2:18][CH2:17][CH2:16][N:15]2[C:37]([N:34]2[CH2:35][CH2:36][S:31](=[O:40])(=[O:30])[CH2:32][CH2:33]2)=[O:38])=[O:13])[CH:7]=1)([CH3:5])([CH3:3])[CH3:4]. Given the reactants Cl.[C:2]([C:6]1[O:10][N:9]=[C:8]([NH:11][C:12]([C@@H:14]2[CH2:20][CH2:19][CH2:18][CH2:17][CH2:16][NH:15]2)=[O:13])[CH:7]=1)([CH3:5])([CH3:4])[CH3:3].CCN(C(C)C)C(C)C.[O:30]=[S:31]1(=[O:40])[CH2:36][CH2:35][N:34]([C:37](Cl)=[O:38])[CH2:33][CH2:32]1, predict the reaction product. (4) Given the reactants [C:1]([O:4][CH:5](Cl)[CH3:6])(=[O:3])[CH3:2].[Cl:8][C:9]1[CH:10]=[C:11]([C:16]([C@H:18]2[CH2:20][C@@H:19]2[C:21]([O-:23])=[O:22])=[O:17])[CH:12]=[CH:13][C:14]=1[Cl:15].[Na+].O, predict the reaction product. The product is: [C:1]([O:4][CH:5]([O:23][C:21]([C@H:19]1[CH2:20][C@@H:18]1[C:16]([C:11]1[CH:12]=[CH:13][C:14]([Cl:15])=[C:9]([Cl:8])[CH:10]=1)=[O:17])=[O:22])[CH3:6])(=[O:3])[CH3:2].